Dataset: Full USPTO retrosynthesis dataset with 1.9M reactions from patents (1976-2016). Task: Predict the reactants needed to synthesize the given product. (1) Given the product [Cl:5][CH2:6][CH:7]([OH:30])[CH2:8][O:9][C:10]1[CH:15]=[CH:14][C:13]([C:16]([C:19]2[CH:24]=[CH:23][C:22]([O:25][CH2:26][CH:27]([OH:28])[CH2:29][O:4][CH2:1][C:2]#[CH:3])=[CH:21][CH:20]=2)([CH3:17])[CH3:18])=[CH:12][CH:11]=1, predict the reactants needed to synthesize it. The reactants are: [CH2:1]([OH:4])[C:2]#[CH:3].[Cl:5][CH2:6][CH:7]([OH:30])[CH2:8][O:9][C:10]1[CH:15]=[CH:14][C:13]([C:16]([C:19]2[CH:24]=[CH:23][C:22]([O:25][CH2:26][CH:27]3[CH2:29][O:28]3)=[CH:21][CH:20]=2)([CH3:18])[CH3:17])=[CH:12][CH:11]=1.FC(F)(F)S([O-])(=O)=O.[Er+3].FC(F)(F)S([O-])(=O)=O.FC(F)(F)S([O-])(=O)=O.C(=O)(O)[O-].[Na+]. (2) Given the product [Br:26][CH:1]([C:3]1[N:12]([C:13]2[CH:18]=[CH:17][C:16]([F:19])=[CH:15][CH:14]=2)[C:11](=[O:20])[C:10]2[C:5](=[CH:6][CH:7]=[CH:8][CH:9]=2)[N:4]=1)[CH3:2], predict the reactants needed to synthesize it. The reactants are: [CH2:1]([C:3]1[N:12]([C:13]2[CH:18]=[CH:17][C:16]([F:19])=[CH:15][CH:14]=2)[C:11](=[O:20])[C:10]2[C:5](=[CH:6][CH:7]=[CH:8][CH:9]=2)[N:4]=1)[CH3:2].C([O-])(=O)C.[Na+].[Br:26]Br.C(OCC)(=O)C. (3) Given the product [CH2:15]([O:14][C:8]1[CH:7]=[C:6]2[C:11]([C:12]([OH:13])=[C:3]([NH:2][C:29](=[O:33])[CH2:30][CH2:31][CH3:32])[CH:4]=[N:5]2)=[CH:10][CH:9]=1)[C:16]1[CH:17]=[CH:18][CH:19]=[CH:20][CH:21]=1, predict the reactants needed to synthesize it. The reactants are: Cl.[NH2:2][C:3]1[CH:4]=[N:5][C:6]2[C:11]([C:12]=1[OH:13])=[CH:10][CH:9]=[C:8]([O:14][CH2:15][C:16]1[CH:21]=[CH:20][CH:19]=[CH:18][CH:17]=1)[CH:7]=2.C(N(CC)CC)C.[C:29](Cl)(=[O:33])[CH2:30][CH2:31][CH3:32]. (4) Given the product [NH2:6][C:5]1[C:4]([C:7]2[CH:8]=[CH:9][CH:10]=[CH:11][CH:12]=2)=[CH:3][S:18][C:17]=1[C:16]([O:20][CH3:21])=[O:19], predict the reactants needed to synthesize it. The reactants are: CO[CH:3]=[C:4]([C:7]1[CH:12]=[CH:11][CH:10]=[CH:9][CH:8]=1)[C:5]#[N:6].C[O-].[Na+].[C:16]([O:20][CH3:21])(=[O:19])[CH2:17][SH:18].